Dataset: Catalyst prediction with 721,799 reactions and 888 catalyst types from USPTO. Task: Predict which catalyst facilitates the given reaction. (1) Product: [C:1]([O:5][C:6]([NH:8][CH:9]([CH2:13][N:14]1[CH:18]=[C:17]([I:19])[CH:16]=[N:15]1)[C:10]([O:12][CH3:20])=[O:11])=[O:7])([CH3:4])([CH3:2])[CH3:3]. The catalyst class is: 23. Reactant: [C:1]([O:5][C:6]([NH:8][C@@H:9]([CH2:13][N:14]1[CH:18]=[C:17]([I:19])[CH:16]=[N:15]1)[C:10]([OH:12])=[O:11])=[O:7])([CH3:4])([CH3:3])[CH3:2].[C:20]([O-])([O-])=O.[K+].[K+].CI. (2) Reactant: Br[C:2]1[CH:7]=[CH:6][C:5]([C:8]([C:10]2[N:18]3[C:13]([CH:14]=[C:15]([O:19][CH2:20][C:21]4[CH:26]=[CH:25][CH:24]=[CH:23][N:22]=4)[CH:16]=[CH:17]3)=[C:12]([C:27](=[O:32])[C:28]([CH3:31])([CH3:30])[CH3:29])[C:11]=2[CH2:33][C:34]([CH3:41])([CH3:40])[C:35]([O:37][CH2:38][CH3:39])=[O:36])=[O:9])=[CH:4][CH:3]=1.[N:42]1[CH:47]=[CH:46][CH:45]=[C:44](B(O)O)[CH:43]=1.C([O-])([O-])=O.[Na+].[Na+]. Product: [CH3:29][C:28]([CH3:31])([CH3:30])[C:27]([C:12]1[C:11]([CH2:33][C:34]([CH3:41])([CH3:40])[C:35]([O:37][CH2:38][CH3:39])=[O:36])=[C:10]([C:8]([C:5]2[CH:6]=[CH:7][C:2]([C:44]3[CH:43]=[N:42][CH:47]=[CH:46][CH:45]=3)=[CH:3][CH:4]=2)=[O:9])[N:18]2[C:13]=1[CH:14]=[C:15]([O:19][CH2:20][C:21]1[CH:26]=[CH:25][CH:24]=[CH:23][N:22]=1)[CH:16]=[CH:17]2)=[O:32]. The catalyst class is: 176. (3) Reactant: C(Cl)(=O)C(Cl)=O.CS(C)=O.[C:11]([O:14][CH2:15][C:16]1[CH:21]=[CH:20][CH:19]=[C:18]([CH2:22][CH2:23][CH2:24][CH2:25][OH:26])[C:17]=1[Br:27])(=[O:13])[CH3:12]. Product: [C:11]([O:14][CH2:15][C:16]1[CH:21]=[CH:20][CH:19]=[C:18]([CH2:22][CH2:23][CH2:24][CH:25]=[O:26])[C:17]=1[Br:27])(=[O:13])[CH3:12]. The catalyst class is: 2. (4) Reactant: [Cl-].O[NH3+:3].[C:4](=[O:7])([O-])[OH:5].[Na+].CS(C)=O.[F:13][C:14]1[CH:15]=[C:16]([C:54]#[N:55])[C:17]([C:20]2[CH:25]=[CH:24][C:23]([CH2:26][C:27]3[C:28](=[O:53])[N:29]([C@H:40]4[CH2:45][CH2:44][C@H:43]([O:46][CH:47]([CH3:52])[C:48]([OH:51])([CH3:50])[CH3:49])[CH2:42][CH2:41]4)[C:30]4[N:31]([N:36]=[C:37]([CH3:39])[N:38]=4)[C:32]=3[CH2:33][CH2:34][CH3:35])=[CH:22][CH:21]=2)=[CH:18][CH:19]=1. Product: [F:13][C:14]1[CH:19]=[CH:18][C:17]([C:20]2[CH:21]=[CH:22][C:23]([CH2:26][C:27]3[C:28](=[O:53])[N:29]([C@H:40]4[CH2:45][CH2:44][C@H:43]([O:46][CH:47]([CH3:52])[C:48]([OH:51])([CH3:49])[CH3:50])[CH2:42][CH2:41]4)[C:30]4[N:31]([N:36]=[C:37]([CH3:39])[N:38]=4)[C:32]=3[CH2:33][CH2:34][CH3:35])=[CH:24][CH:25]=2)=[C:16]([C:54]2[NH:3][C:4](=[O:7])[O:5][N:55]=2)[CH:15]=1. The catalyst class is: 13. (5) The catalyst class is: 690. Product: [NH2:8][C:5]1[N:6]=[CH:7][C:2]([C:27]2[CH:28]=[CH:29][C:24]([C:21]([OH:23])=[O:22])=[CH:25][CH:26]=2)=[CH:3][C:4]=1[O:9][CH2:10][C:11]1[CH:16]=[CH:15][CH:14]=[CH:13][C:12]=1[C:17]([F:20])([F:19])[F:18]. Reactant: Br[C:2]1[CH:3]=[C:4]([O:9][CH2:10][C:11]2[CH:16]=[CH:15][CH:14]=[CH:13][C:12]=2[C:17]([F:20])([F:19])[F:18])[C:5]([NH2:8])=[N:6][CH:7]=1.[C:21]([C:24]1[CH:29]=[CH:28][C:27](B(O)O)=[CH:26][CH:25]=1)([OH:23])=[O:22].C(=O)([O-])[O-].[K+].[K+].CN(C)C=O.